Dataset: Catalyst prediction with 721,799 reactions and 888 catalyst types from USPTO. Task: Predict which catalyst facilitates the given reaction. (1) Reactant: [Cl:1][C:2]1[CH:18]=[CH:17][C:5]([CH2:6][CH:7]2[C:13]3([CH2:14][OH:15])[C:10]([CH3:16])([CH2:11][O:12]3)[CH2:9][CH2:8]2)=[CH:4][CH:3]=1.C(N(CC)CC)C.CN1C=CN=C1.[C:32]1([CH3:42])[CH:37]=[CH:36][C:35]([S:38](Cl)(=[O:40])=[O:39])=[CH:34][CH:33]=1. Product: [Cl:1][C:2]1[CH:3]=[CH:4][C:5]([CH2:6][CH:7]2[C:13]3([CH2:14][O:15][S:38]([C:35]4[CH:36]=[CH:37][C:32]([CH3:42])=[CH:33][CH:34]=4)(=[O:40])=[O:39])[C:10]([CH3:16])([CH2:11][O:12]3)[CH2:9][CH2:8]2)=[CH:17][CH:18]=1. The catalyst class is: 93. (2) Reactant: [CH2:1]1[C:5]2(CCCC[C:6]2=[O:11])[CH2:4]CC1.C1(=O)CCCCC1.C[Mg]Cl.[Cl-].[NH4+].[CH3:24][C:25]1([OH:35])[CH2:34][CH2:33][CH2:32][CH2:31][C:26]21[CH2:30][CH2:29][CH2:28][CH2:27]2. Product: [C:6]([O:35][C:25]1([CH3:24])[CH2:34][CH2:33][CH2:32][CH2:31][C:26]21[CH2:30][CH2:29][CH2:28][CH2:27]2)(=[O:11])[C:5]([CH3:1])=[CH2:4]. The catalyst class is: 7. (3) Reactant: [N:1]([CH2:4][C:5]([C:7]1[C:15]2[C:10](=[CH:11][CH:12]=[CH:13][CH:14]=2)[N:9]([C:16]([O:18][C:19]([CH3:22])([CH3:21])[CH3:20])=[O:17])[CH:8]=1)=[O:6])=[N+]=[N-].[H-].[Al+3].[Li+].[H-].[H-].[H-]. Product: [NH2:1][CH2:4][C:5]([C:7]1[C:15]2[C:10](=[CH:11][CH:12]=[CH:13][CH:14]=2)[N:9]([C:16]([O:18][C:19]([CH3:22])([CH3:21])[CH3:20])=[O:17])[CH:8]=1)=[O:6]. The catalyst class is: 123. (4) Reactant: [Cl:1][C:2]1[N:7]=[CH:6][N:5]=[C:4]([C:8](Cl)=[O:9])[CH:3]=1.CCN(C(C)C)C(C)C.[NH:20]1[CH:28]2[CH:23]([CH2:24][CH2:25][CH2:26][CH2:27]2)[CH2:22][CH2:21]1. Product: [Cl:1][C:2]1[N:7]=[CH:6][N:5]=[C:4]([C:8]([N:20]2[CH:28]3[CH:23]([CH2:24][CH2:25][CH2:26][CH2:27]3)[CH2:22][CH2:21]2)=[O:9])[CH:3]=1. The catalyst class is: 4.